The task is: Predict the reactants needed to synthesize the given product.. This data is from Full USPTO retrosynthesis dataset with 1.9M reactions from patents (1976-2016). The reactants are: Br[C:2]1[N:3]([C:26]2[CH:27]=[N:28][N:29]([CH2:31][CH3:32])[CH:30]=2)[C:4]2[C:9]([C:10]=1[S:11][C:12]1[C:13]([F:23])=[C:14]([CH:20]=[CH:21][CH:22]=1)[C:15]([O:17][CH2:18][CH3:19])=[O:16])=[CH:8][CH:7]=[C:6]([Cl:24])[C:5]=2[F:25].[CH:33]1(B(O)O)[CH2:35][CH2:34]1.C1(P(C2CCCCC2)C2CCCCC2)CCCCC1.P([O-])([O-])([O-])=O.[K+].[K+].[K+]. Given the product [Cl:24][C:6]1[C:5]([F:25])=[C:4]2[C:9]([C:10]([S:11][C:12]3[C:13]([F:23])=[C:14]([CH:20]=[CH:21][CH:22]=3)[C:15]([O:17][CH2:18][CH3:19])=[O:16])=[C:2]([CH:33]3[CH2:35][CH2:34]3)[N:3]2[C:26]2[CH:27]=[N:28][N:29]([CH2:31][CH3:32])[CH:30]=2)=[CH:8][CH:7]=1, predict the reactants needed to synthesize it.